This data is from Forward reaction prediction with 1.9M reactions from USPTO patents (1976-2016). The task is: Predict the product of the given reaction. (1) Given the reactants Cl[C:2]1[C:3]([C:9]([OH:11])=O)=[N:4][C:5](Cl)=[CH:6][CH:7]=1.[NH2:12][C:13]1[S:14][CH:15]=[C:16]([CH3:18])[N:17]=1.[F:19][C:20]1[CH:25]=[CH:24][C:23]([SH:26])=[CH:22][CH:21]=1.[SH:27][C:28]1[N:32]=[CH:31][NH:30][N:29]=1, predict the reaction product. The product is: [F:19][C:20]1[CH:25]=[CH:24][C:23]([S:26][C:2]2[C:3]([C:9]([NH:12][C:13]3[S:14][CH:15]=[C:16]([CH3:18])[N:17]=3)=[O:11])=[N:4][C:5]([S:27][C:28]3[NH:32][CH:31]=[N:30][N:29]=3)=[CH:6][CH:7]=2)=[CH:22][CH:21]=1. (2) Given the reactants [F:1][C:2]1[C:7]([F:8])=[CH:6][CH:5]=[CH:4][C:3]=1[CH2:9][S:10][C:11]1[N:16]=[C:15]([NH:17][S:18]([N:21]2[CH2:24][CH2:23][CH2:22]2)(=[O:20])=[O:19])[CH:14]=[C:13]([O:25][CH2:26][C@H:27]2[CH2:31][O:30]C3(CCCCC3)[O:28]2)[N:12]=1.O.C1(C)C=CC(S([O-])(=O)=O)=CC=1.[NH+]1C=CC=CC=1, predict the reaction product. The product is: [F:1][C:2]1[C:7]([F:8])=[CH:6][CH:5]=[CH:4][C:3]=1[CH2:9][S:10][C:11]1[N:16]=[C:15]([NH:17][S:18]([N:21]2[CH2:24][CH2:23][CH2:22]2)(=[O:20])=[O:19])[CH:14]=[C:13]([O:25][CH2:26][C@H:27]([OH:28])[CH2:31][OH:30])[N:12]=1. (3) Given the reactants [CH2:1]([O:8][C:9]([N:11]1[CH2:16][CH2:15][CH2:14][CH:13]([C:17]([OH:19])=O)[CH2:12]1)=[O:10])[C:2]1[CH:7]=[CH:6][CH:5]=[CH:4][CH:3]=1.CN1CCOCC1.ClC(OCC(C)C)=O.Cl.[CH3:36][NH:37][O:38][CH3:39], predict the reaction product. The product is: [CH3:39][O:38][N:37]([CH3:36])[C:17]([CH:13]1[CH2:14][CH2:15][CH2:16][N:11]([C:9]([O:8][CH2:1][C:2]2[CH:3]=[CH:4][CH:5]=[CH:6][CH:7]=2)=[O:10])[CH2:12]1)=[O:19]. (4) Given the reactants [Cl:1][C:2]1[CH:21]=[CH:20][CH:19]=[C:18]([F:22])[C:3]=1[CH2:4][C:5]1[C:6](=[O:17])[O:7][C:8]2[C:13]([C:14]=1[CH3:15])=[CH:12][CH:11]=[C:10]([OH:16])[CH:9]=2.[I-].[CH3:24][N:25]([C:34]1[CH:39]=[CH:38][CH:37]=[CH:36][CH:35]=1)[C:26](N1C=C[N+](C)=C1)=[O:27], predict the reaction product. The product is: [Cl:1][C:2]1[CH:21]=[CH:20][CH:19]=[C:18]([F:22])[C:3]=1[CH2:4][C:5]1[C:6](=[O:17])[O:7][C:8]2[C:13]([C:14]=1[CH3:15])=[CH:12][CH:11]=[C:10]([O:16][C:26](=[O:27])[N:25]([CH3:24])[C:34]1[CH:39]=[CH:38][CH:37]=[CH:36][CH:35]=1)[CH:9]=2. (5) The product is: [CH3:35][CH:36]([CH3:72])[C@H:37]([N:42]1[CH2:50][C:49]2[C:44](=[CH:45][CH:46]=[C:47]([C:51]3[CH:52]=[CH:53][C:54]([NH:57][C:58]([NH:60][C:61]4[CH:66]=[CH:65][CH:64]=[C:63]([C:67]([F:70])([F:68])[F:69])[CH:62]=4)=[O:59])=[CH:55][CH:56]=3)[CH:48]=2)[C:43]1=[O:71])[C:38]([OH:40])=[O:39]. Given the reactants FC1C=CC(NC(=O)NC2C=CC(C3C=C4C(=CC=3)C(=O)N([C@@H](C(C)C)C(O)=O)C4)=CC=2)=CC=1.[CH3:35][CH:36]([CH3:72])[C@H:37]([N:42]1[CH2:50][C:49]2[C:44](=[CH:45][CH:46]=[C:47]([C:51]3[CH:56]=[CH:55][C:54]([NH:57][C:58]([NH:60][C:61]4[CH:66]=[CH:65][CH:64]=[C:63]([C:67]([F:70])([F:69])[F:68])[CH:62]=4)=[O:59])=[CH:53][CH:52]=3)[CH:48]=2)[C:43]1=[O:71])[C:38]([O:40]C)=[O:39], predict the reaction product. (6) The product is: [CH2:1]([O:3][C:4](=[O:19])/[C:5](/[CH3:18])=[CH:6]/[C@@H:7]1[CH2:15][CH2:14][C@@H:13]([CH3:16])[C@@H:12]2[C@@H:8]1[C:9](=[O:17])[CH2:10][CH2:11]2)[CH3:2]. Given the reactants [CH2:1]([O:3][C:4](=[O:19])/[C:5](/[CH3:18])=[CH:6]/[C@@H:7]1[CH2:15][CH2:14][C@@H:13]([CH3:16])[C@@H:12]2[C@@H:8]1[C@@H:9]([OH:17])[CH2:10][CH2:11]2)[CH3:2].O, predict the reaction product. (7) Given the reactants [O:1]1[CH2:6][CH2:5][CH:4]([CH2:7][NH2:8])[CH2:3][CH2:2]1.[CH2:9]([O:16][C:17]1[CH:26]=[C:25]2[C:20]([C:21](Cl)=[C:22]([N+:27]([O-:29])=[O:28])[CH:23]=[N:24]2)=[CH:19][CH:18]=1)[C:10]1[CH:15]=[CH:14][CH:13]=[CH:12][CH:11]=1.C(N(CC)CC)C.O, predict the reaction product. The product is: [CH2:9]([O:16][C:17]1[CH:26]=[C:25]2[C:20]([C:21]([NH:8][CH2:7][CH:4]3[CH2:5][CH2:6][O:1][CH2:2][CH2:3]3)=[C:22]([N+:27]([O-:29])=[O:28])[CH:23]=[N:24]2)=[CH:19][CH:18]=1)[C:10]1[CH:11]=[CH:12][CH:13]=[CH:14][CH:15]=1.